From a dataset of Forward reaction prediction with 1.9M reactions from USPTO patents (1976-2016). Predict the product of the given reaction. (1) Given the reactants [Br:1][C:2]1[CH:7]=[CH:6][C:5]([C:8]([C:10]2[CH:15]=[CH:14][C:13]([OH:16])=[C:12]([Cl:17])[CH:11]=2)=O)=[CH:4][CH:3]=1.[CH3:18][C:19]1([CH3:28])[CH2:24][C:23](=O)[CH2:22][C:21]([CH3:27])([CH3:26])[O:20]1.C([O-])([O-])=O.[K+].[K+], predict the reaction product. The product is: [Br:1][C:2]1[CH:7]=[CH:6][C:5]([C:8](=[C:23]2[CH2:22][C:21]([CH3:27])([CH3:26])[O:20][C:19]([CH3:28])([CH3:18])[CH2:24]2)[C:10]2[CH:15]=[CH:14][C:13]([OH:16])=[C:12]([Cl:17])[CH:11]=2)=[CH:4][CH:3]=1. (2) Given the reactants S1C2C=CC=CC=2C(CC[C:12]#[N:13])=C1.Br[CH2:15][CH2:16][CH2:17][C:18]1[C:22]2[CH:23]=[CH:24][CH:25]=[CH:26][C:21]=2[O:20][CH:19]=1.[C-]#N.[Na+], predict the reaction product. The product is: [O:20]1[C:21]2[CH:26]=[CH:25][CH:24]=[CH:23][C:22]=2[C:18]([CH2:17][CH2:16][CH2:15][C:12]#[N:13])=[CH:19]1.